From a dataset of Cav3 T-type calcium channel HTS with 100,875 compounds. Binary Classification. Given a drug SMILES string, predict its activity (active/inactive) in a high-throughput screening assay against a specified biological target. (1) The compound is Fc1c(N2CCN(CC2)CCNC(=O)c2c3n(c(=O)c4c(n3)cccc4)ccc2)cccc1. The result is 0 (inactive). (2) The molecule is Clc1cc(S(=O)(=O)NCC2OCCC2)ccc1OCC(OC)=O. The result is 0 (inactive). (3) The molecule is s1c(c2nn(cc2C(=O)Nc2ccc(N(C)C)cc2)c2ccccc2)ccc1. The result is 0 (inactive). (4) The compound is O(Cc1cc2c([nH]c1=O)c(ccc2)C)C(=O)c1ncccc1. The result is 0 (inactive). (5) The result is 0 (inactive). The molecule is OC(=O)C1(N(C(C=C1)C)C(OC)=O)Cc1ccccc1. (6) The compound is Brc1ccc(c2n(c3ccc(cc3)C(O)=O)c(=S)[nH]n2)cc1. The result is 0 (inactive). (7) The compound is O=C1N(C(=O)N(C(=O)/C1=C(/NCc1cc(OC)cc(OC)c1)CC)C)C. The result is 0 (inactive).